From a dataset of Forward reaction prediction with 1.9M reactions from USPTO patents (1976-2016). Predict the product of the given reaction. The product is: [NH2:1][C:2]1[C:3]2[C:10]([C:11]#[N:12])=[C:9]([Br:13])[N:8]([C@@H:18]3[O:26][C@H:25]([CH2:27][O:28][C:29](=[O:36])[C:30]4[CH:35]=[CH:34][CH:33]=[CH:32][CH:31]=4)[C@@H:24]([CH3:37])[C@H:19]3[O:20][C:21](=[O:23])[CH3:22])[C:4]=2[N:5]=[CH:6][N:7]=1. Given the reactants [NH2:1][C:2]1[N:7]=[CH:6][NH:5][C:4]2=[N:8][C:9]([Br:13])=[C:10]([C:11]#[N:12])[C:3]=12.C(O[CH:18]1[O:26][C@H:25]([CH2:27][O:28][C:29](=[O:36])[C:30]2[CH:35]=[CH:34][CH:33]=[CH:32][CH:31]=2)[C@@H:24]([CH3:37])[C@H:19]1[O:20][C:21](=[O:23])[CH3:22])(=O)C.[Si](OS(C(F)(F)F)(=O)=O)(C)(C)C, predict the reaction product.